Dataset: Forward reaction prediction with 1.9M reactions from USPTO patents (1976-2016). Task: Predict the product of the given reaction. (1) Given the reactants [CH:1]1([N:4]2[C:12]3[CH:11]=[C:10]([NH:13][C:14](=[O:24])C4C=CC(C(C)=C)=CC=4)[N:9]=[CH:8][C:7]=3[CH:6]=[CH:5]2)[CH2:3][CH2:2]1.CS(N)(=O)=O.CC[C@@H]1[C@@H]2C[C@H]([C@@H:65]([O:64]C3C4C(=CC=CC=4)C([O:64][C@@H:65]([C:76]4[CH:85]=CN=[C:82]5[C:77]=4[CH:78]=[C:79](OC)[CH:80]=[CH:81]5)[C@@H]4N5C[C@H](CC)[C@@H](CC5)C4)=NN=3)[C:76]3[CH:85]=CN=[C:82]4[C:77]=3[CH:78]=[C:79](OC)[CH:80]=[CH:81]4)N(CC2)C1.S([O-])([O-])=[O:89].[Na+].[Na+], predict the reaction product. The product is: [CH:1]1([N:4]2[C:12]3[CH:11]=[C:10]([NH:13][C:14](=[O:24])[C:80]4[CH:79]=[CH:78][C:77]([C@:76]([OH:89])([CH3:85])[CH2:65][OH:64])=[CH:82][CH:81]=4)[N:9]=[CH:8][C:7]=3[CH:6]=[CH:5]2)[CH2:3][CH2:2]1. (2) The product is: [N:36]1([C:34]([C:31]2[CH:32]=[C:33]3[C:28](=[CH:29][CH:30]=2)[NH:27][CH:26]=[C:25]3[CH:22]2[CH2:23][CH2:24][N:19]([C:16]3[CH:17]=[CH:18][C:13]4[N:14]([C:10]([C:9]([F:46])([F:8])[F:45])=[N:11][N:12]=4)[N:15]=3)[CH2:20][CH2:21]2)=[O:35])[CH2:37][CH2:38][NH:39][CH2:40][CH2:41]1. Given the reactants C(O)(C(F)(F)F)=O.[F:8][C:9]([F:46])([F:45])[C:10]1[N:14]2[N:15]=[C:16]([N:19]3[CH2:24][CH2:23][CH:22]([C:25]4[C:33]5[C:28](=[CH:29][CH:30]=[C:31]([C:34]([N:36]6[CH2:41][CH2:40][N:39](C([O-])=O)[CH2:38][CH2:37]6)=[O:35])[CH:32]=5)[NH:27][CH:26]=4)[CH2:21][CH2:20]3)[CH:17]=[CH:18][C:13]2=[N:12][N:11]=1, predict the reaction product. (3) Given the reactants [CH3:1][C@@H:2]1[CH2:6][CH2:5][CH2:4][N:3]1[CH2:7][CH2:8][C:9]1[CH:14]=[CH:13][C:12]([C:15]2[CH:24]=[C:23]3[C:18]([CH2:19][CH2:20][N:21](C(OC(C)(C)C)=O)[CH2:22]3)=[CH:17][CH:16]=2)=[CH:11][CH:10]=1.[ClH:32], predict the reaction product. The product is: [ClH:32].[ClH:32].[CH3:1][C@@H:2]1[CH2:6][CH2:5][CH2:4][N:3]1[CH2:7][CH2:8][C:9]1[CH:10]=[CH:11][C:12]([C:15]2[CH:24]=[C:23]3[C:18]([CH2:19][CH2:20][NH:21][CH2:22]3)=[CH:17][CH:16]=2)=[CH:13][CH:14]=1. (4) The product is: [F:1][C:2]1[CH:3]=[CH:4][C:5]([S:8][CH2:9][CH2:10][CH2:11][C:12]([N:19]([C:18]2[CH:21]=[CH:22][CH:23]=[CH:24][C:17]=2[O:16][CH3:15])[CH3:20])=[O:14])=[CH:6][CH:7]=1. Given the reactants [F:1][C:2]1[CH:7]=[CH:6][C:5]([S:8][CH2:9][CH2:10][CH2:11][C:12]([OH:14])=O)=[CH:4][CH:3]=1.[CH3:15][O:16][C:17]1[CH:24]=[CH:23][CH:22]=[CH:21][C:18]=1[NH:19][CH3:20], predict the reaction product. (5) Given the reactants [F:1][C:2]1[CH:21]=[CH:20][C:5]([CH2:6][C:7]2[CH:15]=[C:14]3[C:10]([C:11]([CH3:17])([CH3:16])[CH2:12][NH:13]3)=[CH:9][C:8]=2[C:18]#[N:19])=[CH:4][CH:3]=1.N1C=CC=CC=1.[Cl:28][CH2:29][C:30](Cl)=[O:31].O, predict the reaction product. The product is: [Cl:28][CH2:29][C:30]([N:13]1[C:14]2[C:10](=[CH:9][C:8]([C:18]#[N:19])=[C:7]([CH2:6][C:5]3[CH:20]=[CH:21][C:2]([F:1])=[CH:3][CH:4]=3)[CH:15]=2)[C:11]([CH3:17])([CH3:16])[CH2:12]1)=[O:31]. (6) The product is: [C:1]([O:5][CH:6]([C:12]1[C:16]([C:17]2[CH:18]=[CH:19][C:20]3[O:25][CH2:24][CH2:23][CH2:22][C:21]=3[CH:26]=2)=[C:15]([C:34]2[CH:35]=[CH:36][C:31]([CH2:30][NH:29][C:40](=[O:43])[CH3:46])=[CH:32][CH:33]=2)[S:14][C:13]=1[CH3:28])[C:7]([O:9][CH2:10][CH3:11])=[O:8])([CH3:4])([CH3:3])[CH3:2]. Given the reactants [C:1]([O:5][CH:6]([C:12]1[C:16]([C:17]2[CH:18]=[CH:19][C:20]3[O:25][CH2:24][CH2:23][CH2:22][C:21]=3[CH:26]=2)=[C:15](Cl)[S:14][C:13]=1[CH3:28])[C:7]([O:9][CH2:10][CH3:11])=[O:8])([CH3:4])([CH3:3])[CH3:2].[NH2:29][CH2:30][C:31]1[CH:36]=[CH:35][C:34](B(O)O)=[CH:33][CH:32]=1.[C:40](=[O:43])([O-])[O-].[K+].[K+].[C:46]1(C)C=CC=CC=1, predict the reaction product. (7) The product is: [CH2:16]([N:12]1[CH2:13][CH2:14][C:15]2[N:7]([C:2]3[CH:3]=[CH:4][CH:5]=[CH:6][N:1]=3)[CH:8]=[N:9][C:10]=2[CH2:11]1)[C:17]1[CH:22]=[CH:21][CH:20]=[CH:19][CH:18]=1. Given the reactants [N:1]1[CH:6]=[CH:5][CH:4]=[CH:3][C:2]=1[N:7]1[C:15]2[CH:14]=[CH:13][N:12]=[CH:11][C:10]=2[N:9]=[CH:8]1.[CH2:16](Br)[C:17]1[CH:22]=[CH:21][CH:20]=[CH:19][CH:18]=1.[BH4-].[Na+], predict the reaction product.